Dataset: Full USPTO retrosynthesis dataset with 1.9M reactions from patents (1976-2016). Task: Predict the reactants needed to synthesize the given product. (1) Given the product [NH2:1][C:2]1[C:3]([C:15]([NH:17][C:18]2[C:23]([N:24]3[CH2:29][CH2:28][C:27]([NH2:31])([CH3:30])[CH2:26][CH2:25]3)=[CH:22][CH:21]=[CH:20][N:19]=2)=[O:16])=[N:4][C:5]([C:8]2[C:13]([F:14])=[CH:12][CH:11]=[CH:10][N:9]=2)=[CH:6][N:7]=1, predict the reactants needed to synthesize it. The reactants are: [NH2:1][C:2]1[C:3]([C:15]([NH:17][C:18]2[C:23]([N:24]3[CH2:29][CH2:28][C:27]([NH:31]C(=O)OC(C)(C)C)([CH3:30])[CH2:26][CH2:25]3)=[CH:22][CH:21]=[CH:20][N:19]=2)=[O:16])=[N:4][C:5]([C:8]2[C:13]([F:14])=[CH:12][CH:11]=[CH:10][N:9]=2)=[CH:6][N:7]=1.Cl.O1CCOCC1. (2) Given the product [OH:24][CH2:23][CH2:22][O:25][C:2]1[C:3]([N:8]2[CH2:13][CH2:12][N:11]([C:14]([O:16][C:17]([CH3:20])([CH3:19])[CH3:18])=[O:15])[CH2:10][C@H:9]2[CH3:21])=[N:4][CH:5]=[CH:6][N:7]=1, predict the reactants needed to synthesize it. The reactants are: Cl[C:2]1[C:3]([N:8]2[CH2:13][CH2:12][N:11]([C:14]([O:16][C:17]([CH3:20])([CH3:19])[CH3:18])=[O:15])[CH2:10][C@H:9]2[CH3:21])=[N:4][CH:5]=[CH:6][N:7]=1.[CH2:22]([OH:25])[CH2:23][OH:24].CC([O-])(C)C.[K+]. (3) Given the product [F:16][C:17]([F:27])([F:28])[CH:18]([C:20]1[CH:25]=[CH:24][C:23]([N:10]2[CH2:11][CH2:12][C:8]3([CH2:14][CH2:15][C:5]4([O:4][CH2:3][CH2:2][O:1]4)[CH2:6][CH2:7]3)[C:9]2=[O:13])=[CH:22][CH:21]=1)[OH:19], predict the reactants needed to synthesize it. The reactants are: [O:1]1[C:5]2([CH2:15][CH2:14][C:8]3([CH2:12][CH2:11][NH:10][C:9]3=[O:13])[CH2:7][CH2:6]2)[O:4][CH2:3][CH2:2]1.[F:16][C:17]([F:28])([F:27])[CH:18]([C:20]1[CH:25]=[CH:24][C:23](I)=[CH:22][CH:21]=1)[OH:19].CNCCNC.[O-]P([O-])([O-])=O.[K+].[K+].[K+]. (4) Given the product [C:30]([CH2:31][CH:32]([N:1]1[CH:5]=[C:4]([C:6]2[CH:11]=[N:10][N:9]3[C:12]([C:15]4[CH:16]=[C:17]([NH:21][C:22]([NH:24][CH2:25][C:26]([F:28])([F:27])[F:29])=[O:23])[CH:18]=[CH:19][CH:20]=4)=[CH:13][N:14]=[C:8]3[CH:7]=2)[CH:3]=[N:2]1)[CH3:33])#[N:34], predict the reactants needed to synthesize it. The reactants are: [NH:1]1[CH:5]=[C:4]([C:6]2[CH:11]=[N:10][N:9]3[C:12]([C:15]4[CH:16]=[C:17]([NH:21][C:22]([NH:24][CH2:25][C:26]([F:29])([F:28])[F:27])=[O:23])[CH:18]=[CH:19][CH:20]=4)=[CH:13][N:14]=[C:8]3[CH:7]=2)[CH:3]=[N:2]1.[C:30](#[N:34])[CH:31]=[CH:32][CH3:33].N12CCCN=C1CCCCC2. (5) Given the product [C:1]([N:58]1[CH2:59][CH2:60][N:55]([CH2:54][C:51]2[CH:50]=[CH:49][C:48]([C:40]3[NH:41][C:42](=[O:47])[C:43]4[C:38]([CH:39]=3)=[C:37]([CH3:36])[CH:46]=[CH:45][CH:44]=4)=[CH:53][CH:52]=2)[CH2:56][CH2:57]1)(=[O:3])[CH3:2], predict the reactants needed to synthesize it. The reactants are: [C:1](O)(=[O:3])[CH3:2].CN(C(ON1N=NC2C=CC=CC1=2)=[N+](C)C)C.[B-](F)(F)(F)F.C(N(CC)C(C)C)(C)C.[CH3:36][C:37]1[CH:46]=[CH:45][CH:44]=[C:43]2[C:38]=1[CH:39]=[C:40]([C:48]1[CH:53]=[CH:52][C:51]([CH2:54][N:55]3[CH2:60][CH2:59][NH:58][CH2:57][CH2:56]3)=[CH:50][CH:49]=1)[NH:41][C:42]2=[O:47].